From a dataset of Full USPTO retrosynthesis dataset with 1.9M reactions from patents (1976-2016). Predict the reactants needed to synthesize the given product. (1) Given the product [Br:38][C:7]1[CH:6]=[C:5]([NH:21][C:22](=[O:23])[C:24]2[CH:25]=[CH:26][C:27]([CH2:30][N:31]3[CH2:36][CH2:35][N:34]([CH3:37])[CH2:33][CH2:32]3)=[CH:28][CH:29]=2)[CH:4]=[CH:3][C:2]=1[CH3:1], predict the reactants needed to synthesize it. The reactants are: [CH3:1][C:2]1[CH:3]=[CH:4][C:5]([NH:21][C:22]([C:24]2[CH:25]=[CH:26][C:27]([CH2:30][N:31]3[CH2:36][CH2:35][N:34]([CH3:37])[CH2:33][CH2:32]3)=[CH:28][CH:29]=2)=[O:23])=[CH:6][C:7]=1NC1N=CC=C(C2C=CC=NC=2)N=1.[Br:38]C1C=C(C=CC=1C)N.COC(=O)C1C=CC(CN2CCN(C)CC2)=CC=1. (2) Given the product [CH3:1][S:2][C:3]1[CH:4]=[C:5]([C:9]2[N:10]=[C:11]([O:23][S:21]([C:24]([F:27])([F:26])[F:25])(=[O:22])=[O:20])[CH:12]=[C:13]3[C:18]=2[N:17]=[CH:16][CH:15]=[CH:14]3)[CH:6]=[CH:7][CH:8]=1, predict the reactants needed to synthesize it. The reactants are: [CH3:1][S:2][C:3]1[CH:4]=[C:5]([C:9]2[N:10]=[C:11](N)[CH:12]=[C:13]3[C:18]=2[N:17]=[CH:16][CH:15]=[CH:14]3)[CH:6]=[CH:7][CH:8]=1.[OH:20][S:21]([C:24]([F:27])([F:26])[F:25])(=[O:23])=[O:22].N([O-])=O.[Na+]. (3) Given the product [CH2:17]([O:16][C:9]1[C:10]2[NH:11][C:12](=[O:15])[S:13][C:14]=2[C:6]([C@@H:4]([OH:5])[CH2:3][NH:2][CH2:42][CH2:41][CH2:40][S:39][CH2:38][CH2:37][O:36][CH2:35][CH2:34][C:24]2[C:33]3[C:28](=[CH:29][CH:30]=[CH:31][CH:32]=3)[CH:27]=[CH:26][CH:25]=2)=[CH:7][CH:8]=1)[C:18]1[CH:19]=[CH:20][CH:21]=[CH:22][CH:23]=1, predict the reactants needed to synthesize it. The reactants are: Cl.[NH2:2][CH2:3][C@@H:4]([C:6]1[C:14]2[S:13][C:12](=[O:15])[NH:11][C:10]=2[C:9]([O:16][CH2:17][C:18]2[CH:23]=[CH:22][CH:21]=[CH:20][CH:19]=2)=[CH:8][CH:7]=1)[OH:5].[C:24]1([CH2:34][CH2:35][O:36][CH2:37][CH2:38][S:39][CH2:40][CH2:41][CH:42]=O)[C:33]2[C:28](=[CH:29][CH:30]=[CH:31][CH:32]=2)[CH:27]=[CH:26][CH:25]=1.C(O)(=O)C.C([BH3-])#N.[Na+]. (4) Given the product [O:13]=[C:4]1[C:3]([CH2:1][N:15]2[CH2:20][CH2:19][C:18]3([C:28]4[C:23](=[CH:24][CH:25]=[CH:26][CH:27]=4)[CH2:22][CH2:21]3)[CH2:17][CH2:16]2)=[CH:12][C:11]2[C:6](=[CH:7][CH:8]=[CH:9][CH:10]=2)[NH:5]1, predict the reactants needed to synthesize it. The reactants are: [CH:1]([C:3]1[C:4]([OH:13])=[N:5][C:6]2[C:11]([CH:12]=1)=[CH:10][CH:9]=[CH:8][CH:7]=2)=O.Cl.[NH:15]1[CH2:20][CH2:19][C:18]2([C:28]3[C:23](=[CH:24][CH:25]=[CH:26][CH:27]=3)[CH2:22][CH2:21]2)[CH2:17][CH2:16]1.C(O)(=O)C.C(O[BH-](OC(=O)C)OC(=O)C)(=O)C.[Na+]. (5) Given the product [N:38]([CH:2]([CH3:1])[CH2:3][C:4]1[CH:9]=[CH:8][C:7]([C:10]2[CH:15]=[CH:14][N:13]=[C:12]([NH:16][CH:17]3[CH2:22][C:21]([CH3:23])([CH3:24])[NH:20][C:19]([CH3:25])([CH3:26])[CH2:18]3)[N:11]=2)=[CH:6][CH:5]=1)=[N+:39]=[N-:40], predict the reactants needed to synthesize it. The reactants are: [CH3:1][CH:2](OS(C1C=CC(C)=CC=1)(=O)=O)[CH2:3][C:4]1[CH:9]=[CH:8][C:7]([C:10]2[CH:15]=[CH:14][N:13]=[C:12]([NH:16][CH:17]3[CH2:22][C:21]([CH3:24])([CH3:23])[NH:20][C:19]([CH3:26])([CH3:25])[CH2:18]3)[N:11]=2)=[CH:6][CH:5]=1.[N-:38]=[N+:39]=[N-:40].[Na+]. (6) Given the product [N+:12]([C:15]1[CH:22]=[CH:21][CH:20]=[CH:19][C:16]=1[CH2:17][CH:2]([C:3]([O:5][CH2:6][CH3:7])=[O:4])[C:1]([O:9][CH2:10][CH3:11])=[O:8])([O-:14])=[O:13], predict the reactants needed to synthesize it. The reactants are: [C:1]([O:9][CH2:10][CH3:11])(=[O:8])[CH2:2][C:3]([O:5][CH2:6][CH3:7])=[O:4].[N+:12]([C:15]1[CH:22]=[CH:21][CH:20]=[CH:19][C:16]=1[CH2:17]Br)([O-:14])=[O:13]. (7) Given the product [NH2:10][C:7]1[C:6]([C:43]([CH3:42])([CH3:44])[CH3:45])=[CH:5][N:9]([CH2:18][C:19]([N:21]2[CH2:26][CH2:25][N:24]([C:27]3[CH:32]=[CH:31][C:30]([F:33])=[CH:29][CH:28]=3)[CH2:23][CH2:22]2)=[O:20])[N:8]=1, predict the reactants needed to synthesize it. The reactants are: C([C:5]1[NH:9][N:8]=[C:7]([NH2:10])[CH:6]=1)(C)(C)C.C([O-])([O-])=O.[K+].[K+].Cl[CH2:18][C:19]([N:21]1[CH2:26][CH2:25][N:24]([C:27]2[CH:32]=[CH:31][C:30]([F:33])=[CH:29][CH:28]=2)[CH2:23][CH2:22]1)=[O:20].CN(C=O)C.[CH3:42][CH2:43][CH2:44][CH2:42][CH2:43][CH3:44].[C:45](OCC)(=O)[CH3:45]. (8) Given the product [Br:1][C:2]1[CH:10]=[CH:9][C:5]([C:6]([N:25]([C:21]([CH3:24])([CH3:20])[CH2:22][OH:23])[CH3:26])=[O:8])=[CH:4][N:3]=1, predict the reactants needed to synthesize it. The reactants are: [Br:1][C:2]1[CH:10]=[CH:9][C:5]([C:6]([OH:8])=O)=[CH:4][N:3]=1.C(N(CC)C(C)C)(C)C.[CH3:20][C:21]([NH:25][CH3:26])([CH3:24])[CH2:22][OH:23].C(=O)([O-])O.[Na+]. (9) Given the product [F:1][C:2]1[CH:7]=[CH:6][C:5]([C:8]2[O:9][C:10]3[CH:20]=[CH:19][C:18]([C:21]4[CH:22]=[C:23]([C:24](=[O:26])[NH:41][C:38]5([C:35]6[CH:36]=[CH:37][N:32]=[CH:33][N:34]=6)[CH2:40][CH2:39]5)[CH:27]=[CH:28][C:29]=4[CH3:30])=[CH:17][C:11]=3[C:12]=2[C:13]([NH:14][CH3:15])=[O:16])=[CH:4][CH:3]=1, predict the reactants needed to synthesize it. The reactants are: [F:1][C:2]1[CH:7]=[CH:6][C:5]([C:8]2[O:9][C:10]3[CH:20]=[CH:19][C:18]([C:21]4[CH:22]=[C:23]([CH:27]=[CH:28][C:29]=4[CH3:30])[C:24]([OH:26])=O)=[CH:17][C:11]=3[C:12]=2[C:13](=[O:16])[NH:14][CH3:15])=[CH:4][CH:3]=1.Cl.[N:32]1[CH:37]=[CH:36][C:35]([C:38]2([NH2:41])[CH2:40][CH2:39]2)=[N:34][CH:33]=1.CN([P+](ON1N=NC2C=CC=CC1=2)(N(C)C)N(C)C)C.F[P-](F)(F)(F)(F)F.